From a dataset of NCI-60 drug combinations with 297,098 pairs across 59 cell lines. Regression. Given two drug SMILES strings and cell line genomic features, predict the synergy score measuring deviation from expected non-interaction effect. (1) Drug 1: C1=CC=C(C=C1)NC(=O)CCCCCCC(=O)NO. Drug 2: CC(C)CN1C=NC2=C1C3=CC=CC=C3N=C2N. Cell line: HOP-62. Synergy scores: CSS=7.86, Synergy_ZIP=0.610, Synergy_Bliss=8.82, Synergy_Loewe=1.74, Synergy_HSA=4.39. (2) Drug 1: CN1C2=C(C=C(C=C2)N(CCCl)CCCl)N=C1CCCC(=O)O.Cl. Drug 2: COC1=C2C(=CC3=C1OC=C3)C=CC(=O)O2. Cell line: RXF 393. Synergy scores: CSS=1.11, Synergy_ZIP=0.736, Synergy_Bliss=3.39, Synergy_Loewe=0.173, Synergy_HSA=0.758. (3) Drug 1: CC1C(C(CC(O1)OC2CC(CC3=C2C(=C4C(=C3O)C(=O)C5=C(C4=O)C(=CC=C5)OC)O)(C(=O)CO)O)N)O.Cl. Drug 2: CN(C)C1=NC(=NC(=N1)N(C)C)N(C)C. Cell line: SF-295. Synergy scores: CSS=-7.40, Synergy_ZIP=4.53, Synergy_Bliss=2.02, Synergy_Loewe=-5.80, Synergy_HSA=-5.49. (4) Drug 1: CN(C)N=NC1=C(NC=N1)C(=O)N. Drug 2: C1=CC(=CC=C1CC(C(=O)O)N)N(CCCl)CCCl.Cl. Cell line: RPMI-8226. Synergy scores: CSS=33.2, Synergy_ZIP=10.2, Synergy_Bliss=17.5, Synergy_Loewe=8.40, Synergy_HSA=13.1.